This data is from NCI-60 drug combinations with 297,098 pairs across 59 cell lines. The task is: Regression. Given two drug SMILES strings and cell line genomic features, predict the synergy score measuring deviation from expected non-interaction effect. (1) Drug 1: CC(C1=C(C=CC(=C1Cl)F)Cl)OC2=C(N=CC(=C2)C3=CN(N=C3)C4CCNCC4)N. Drug 2: C1C(C(OC1N2C=NC3=C2NC=NCC3O)CO)O. Cell line: K-562. Synergy scores: CSS=16.6, Synergy_ZIP=-0.605, Synergy_Bliss=-7.58, Synergy_Loewe=-60.8, Synergy_HSA=-7.42. (2) Drug 1: C1C(C(OC1N2C=C(C(=O)NC2=O)F)CO)O. Cell line: SK-OV-3. Drug 2: C1CNP(=O)(OC1)N(CCCl)CCCl. Synergy scores: CSS=15.3, Synergy_ZIP=0.434, Synergy_Bliss=-2.44, Synergy_Loewe=-92.0, Synergy_HSA=-2.66. (3) Drug 1: CCC(=C(C1=CC=CC=C1)C2=CC=C(C=C2)OCCN(C)C)C3=CC=CC=C3.C(C(=O)O)C(CC(=O)O)(C(=O)O)O. Drug 2: CC1=C(C=C(C=C1)C(=O)NC2=CC(=CC(=C2)C(F)(F)F)N3C=C(N=C3)C)NC4=NC=CC(=N4)C5=CN=CC=C5. Cell line: OVCAR-5. Synergy scores: CSS=1.60, Synergy_ZIP=1.92, Synergy_Bliss=2.30, Synergy_Loewe=0.539, Synergy_HSA=-0.759. (4) Drug 1: CC1C(C(CC(O1)OC2CC(OC(C2O)C)OC3=CC4=CC5=C(C(=O)C(C(C5)C(C(=O)C(C(C)O)O)OC)OC6CC(C(C(O6)C)O)OC7CC(C(C(O7)C)O)OC8CC(C(C(O8)C)O)(C)O)C(=C4C(=C3C)O)O)O)O. Drug 2: C(CCl)NC(=O)N(CCCl)N=O. Cell line: MDA-MB-435. Synergy scores: CSS=57.5, Synergy_ZIP=-1.17, Synergy_Bliss=-1.05, Synergy_Loewe=-35.1, Synergy_HSA=-0.587. (5) Drug 1: CC12CCC3C(C1CCC2=O)CC(=C)C4=CC(=O)C=CC34C. Drug 2: CC1=CC2C(CCC3(C2CCC3(C(=O)C)OC(=O)C)C)C4(C1=CC(=O)CC4)C. Cell line: ACHN. Synergy scores: CSS=18.6, Synergy_ZIP=3.96, Synergy_Bliss=-0.867, Synergy_Loewe=-25.4, Synergy_HSA=-0.189. (6) Drug 1: CC1CCC2CC(C(=CC=CC=CC(CC(C(=O)C(C(C(=CC(C(=O)CC(OC(=O)C3CCCCN3C(=O)C(=O)C1(O2)O)C(C)CC4CCC(C(C4)OC)OCCO)C)C)O)OC)C)C)C)OC. Drug 2: C1=NC2=C(N1)C(=S)N=CN2. Cell line: SR. Synergy scores: CSS=57.7, Synergy_ZIP=-2.03, Synergy_Bliss=-3.76, Synergy_Loewe=-4.12, Synergy_HSA=-3.29. (7) Drug 1: COC1=C(C=C2C(=C1)N=CN=C2NC3=CC(=C(C=C3)F)Cl)OCCCN4CCOCC4. Drug 2: CCN(CC)CCNC(=O)C1=C(NC(=C1C)C=C2C3=C(C=CC(=C3)F)NC2=O)C. Cell line: MDA-MB-435. Synergy scores: CSS=16.1, Synergy_ZIP=-1.30, Synergy_Bliss=9.39, Synergy_Loewe=5.85, Synergy_HSA=5.42.